This data is from Forward reaction prediction with 1.9M reactions from USPTO patents (1976-2016). The task is: Predict the product of the given reaction. (1) Given the reactants C(O[C:6](=[O:32])[NH:7][C@@H:8]1[CH2:13][C@@H:12]([C:14]([N:16]([CH3:18])[CH3:17])=[O:15])[CH2:11][CH2:10][C@@H:9]1[NH:19][C:20](=[O:31])[C:21]([NH:23][C:24]1[CH:29]=[CH:28][C:27]([Cl:30])=[CH:26][N:25]=1)=[O:22])(C)(C)C.CS(O)(=O)=O.Cl.[CH3:39][N:40]1[CH2:45][CH2:44][C:43]2[N:46]=[C:47](C(O)=O)[S:48][C:42]=2[CH2:41]1, predict the reaction product. The product is: [CH3:39][N:40]1[CH2:41][C:42]2[S:48][C:47]([C:6]([NH:7][C@H:8]3[C@@H:9]([NH:19][C:20]([C:21]([NH:23][C:24]4[CH:29]=[CH:28][C:27]([Cl:30])=[CH:26][N:25]=4)=[O:22])=[O:31])[CH2:10][CH2:11][C@H:12]([C:14]([N:16]([CH3:17])[CH3:18])=[O:15])[CH2:13]3)=[O:32])=[N:46][C:43]=2[CH2:44][CH2:45]1. (2) Given the reactants [Cl:1][C:2]1[C:7]2[O:8][C:9]3[C:18]([CH3:19])=[CH:17][C:16]([C:20]([OH:22])=[O:21])=[CH:15][C:10]=3[S:11](=[O:14])(=[O:13])[CH2:12][C:6]=2[CH:5]=[C:4]([N+:23]([O-])=O)[CH:3]=1, predict the reaction product. The product is: [NH2:23][C:4]1[CH:3]=[C:2]([Cl:1])[C:7]2[O:8][C:9]3[C:18]([CH3:19])=[CH:17][C:16]([C:20]([OH:22])=[O:21])=[CH:15][C:10]=3[S:11](=[O:13])(=[O:14])[CH2:12][C:6]=2[CH:5]=1. (3) Given the reactants Br[C:2]1[CH:3]=[C:4]([CH:9]=[CH:10][CH:11]=1)[NH:5][C:6](=[O:8])[CH3:7].[CH2:12]([P:15](=[O:22])([O:19][CH2:20][CH3:21])[O:16][CH2:17][CH3:18])[CH:13]=[CH2:14].C(N(CC)CC)C.O, predict the reaction product. The product is: [CH2:20]([O:19][P:15]([CH2:12]/[CH:13]=[CH:14]/[C:2]1[CH:3]=[C:4]([NH:5][C:6](=[O:8])[CH3:7])[CH:9]=[CH:10][CH:11]=1)([O:16][CH2:17][CH3:18])=[O:22])[CH3:21]. (4) Given the reactants [C:1]12([C:11]3[CH:12]=[C:13]([C:19]4[CH:20]=[C:21]5[C:26](=[CH:27][CH:28]=4)[CH:25]=[C:24](Br)[CH:23]=[CH:22]5)[CH:14]=[CH:15][C:16]=3[O:17][CH3:18])[CH2:10][CH:5]3[CH2:6][CH:7]([CH2:9][CH:3]([CH2:4]3)[CH2:2]1)[CH2:8]2.[H-].[Na+].[Li]C(C)(C)C.[C:37](=[O:39])=[O:38], predict the reaction product. The product is: [CH3:18][O:17][C:16]1[CH:15]=[CH:14][C:13]([C:19]2[CH:28]=[CH:27][C:26]3[CH:25]=[C:24]([C:37]([OH:39])=[O:38])[CH:23]=[CH:22][C:21]=3[CH:20]=2)=[CH:12][C:11]=1[C:1]12[CH2:2][CH:3]3[CH2:9][CH:7]([CH2:6][CH:5]([CH2:4]3)[CH2:10]1)[CH2:8]2. (5) Given the reactants [Cl:1][C:2]1[CH:3]=[C:4]([CH2:9][CH2:10][CH2:11][C:12]2[CH:18]=[CH:17][C:15]([NH2:16])=[CH:14][CH:13]=2)[CH:5]=[CH:6][C:7]=1[Cl:8].F[C:20]1[CH:28]=[CH:27][CH:26]=[CH:25][C:21]=1[C:22]([OH:24])=[O:23].[NH2-].[Li+], predict the reaction product. The product is: [Cl:1][C:2]1[CH:3]=[C:4]([CH2:9][CH2:10][CH2:11][C:12]2[CH:13]=[CH:14][C:15]([NH:16][C:20]3[CH:28]=[CH:27][CH:26]=[CH:25][C:21]=3[C:22]([OH:24])=[O:23])=[CH:17][CH:18]=2)[CH:5]=[CH:6][C:7]=1[Cl:8].